Dataset: Reaction yield outcomes from USPTO patents with 853,638 reactions. Task: Predict the reaction yield, written as a fraction of the theoretical maximum amount of product (1.0 means a 100% yield; for example, 0.34 means a 34% yield). (1) The reactants are Br[CH:2]([C:9](=[O:14])[C:10]([CH3:13])([CH3:12])[CH3:11])[C:3](=O)[C:4]([CH3:7])([CH3:6])[CH3:5].[NH2:15][C:16]([NH2:18])=[S:17].C(=O)([O-])O.[Na+]. The catalyst is C(O)C. The product is [NH2:18][C:16]1[S:17][C:2]([C:9](=[O:14])[C:10]([CH3:13])([CH3:12])[CH3:11])=[C:3]([C:4]([CH3:7])([CH3:6])[CH3:5])[N:15]=1. The yield is 0.945. (2) The reactants are [F:1][C:2]1[C:10]2[C:9]([O:11][C:12]3[CH:17]=[CH:16][CH:15]=[C:14]([N+:18]([O-])=O)[CH:13]=3)=[N:8][C:7]([NH:21][C:22]3[CH:26]=[CH:25][N:24]([CH3:27])[N:23]=3)=[N:6][C:5]=2[N:4]([CH2:28][O:29][CH2:30][CH2:31][Si:32]([CH3:35])([CH3:34])[CH3:33])[CH:3]=1.[Cl-].[NH4+].O. The catalyst is CCOC(C)=O.C([O-])(O)=O.[Na+].[Zn]. The product is [NH2:18][C:14]1[CH:13]=[C:12]([CH:17]=[CH:16][CH:15]=1)[O:11][C:9]1[C:10]2[C:2]([F:1])=[CH:3][N:4]([CH2:28][O:29][CH2:30][CH2:31][Si:32]([CH3:33])([CH3:34])[CH3:35])[C:5]=2[N:6]=[C:7]([NH:21][C:22]2[CH:26]=[CH:25][N:24]([CH3:27])[N:23]=2)[N:8]=1. The yield is 0.810. (3) The reactants are Br[C:2]1[CH:3]=[C:4]2[C:8](=[C:9]([C:11]([NH2:13])=[O:12])[CH:10]=1)[NH:7][N:6]=[C:5]2[CH:14]1[CH2:19][CH2:18][N:17]([S:20]([CH2:23][CH2:24][CH2:25][N:26]2[CH2:30][CH2:29][CH2:28][CH2:27]2)(=[O:22])=[O:21])[CH2:16][CH2:15]1.CC1(C)C(C)(C)OB([C:39]2[CH:40]=[N:41][NH:42][CH:43]=2)O1.C(=O)([O-])[O-].[K+].[K+]. The catalyst is O1CCOCC1.O.C1C=CC([P]([Pd]([P](C2C=CC=CC=2)(C2C=CC=CC=2)C2C=CC=CC=2)([P](C2C=CC=CC=2)(C2C=CC=CC=2)C2C=CC=CC=2)[P](C2C=CC=CC=2)(C2C=CC=CC=2)C2C=CC=CC=2)(C2C=CC=CC=2)C2C=CC=CC=2)=CC=1. The product is [NH:41]1[CH:40]=[C:39]([C:2]2[CH:3]=[C:4]3[C:8](=[C:9]([C:11]([NH2:13])=[O:12])[CH:10]=2)[NH:7][N:6]=[C:5]3[CH:14]2[CH2:19][CH2:18][N:17]([S:20]([CH2:23][CH2:24][CH2:25][N:26]3[CH2:27][CH2:28][CH2:29][CH2:30]3)(=[O:22])=[O:21])[CH2:16][CH2:15]2)[CH:43]=[N:42]1. The yield is 0.430. (4) The reactants are O=O.[C:3]([O:7][C:8]([N:10]1[CH2:15][CH2:14][C:13]([C:16]2[CH:21]=[CH:20][C:19]([F:22])=[CH:18][CH:17]=2)=[C:12]([C:23]([OH:25])=[O:24])[CH2:11]1)=[O:9])([CH3:6])([CH3:5])[CH3:4].C(N(CC)CC)C.[H][H]. The catalyst is COC(C)(C)C.CO. The product is [C:3]([O:7][C:8]([N:10]1[CH2:15][CH2:14][C@@H:13]([C:16]2[CH:17]=[CH:18][C:19]([F:22])=[CH:20][CH:21]=2)[C@@H:12]([C:23]([OH:25])=[O:24])[CH2:11]1)=[O:9])([CH3:6])([CH3:4])[CH3:5]. The yield is 0.890. (5) The reactants are Cl[C:2]1[N:7]=[C:6]2[C:8]([CH2:11][C:12]([O:14][CH3:15])=[O:13])=[CH:9][O:10][C:5]2=[CH:4][CH:3]=1.CC(C1C=C(C(C)C)C(C2C=CC=CC=2P(C2CCCCC2)C2CCCCC2)=C(C(C)C)C=1)C.[CH3:50][C:51]1[CH:55]=[C:54]([Sn](CCCC)(CCCC)CCCC)[O:53][N:52]=1.O1CCOCC1. The catalyst is C([O-])(=O)C.[Pd+2].C([O-])(=O)C.CO.C(Cl)Cl. The product is [CH3:50][C:51]1[CH:55]=[C:54]([C:2]2[N:7]=[C:6]3[C:8]([CH2:11][C:12]([O:14][CH3:15])=[O:13])=[CH:9][O:10][C:5]3=[CH:4][CH:3]=2)[O:53][N:52]=1. The yield is 0.963. (6) The reactants are [Cl:1][C:2]1[CH:7]=[CH:6][C:5]([S:8]([NH:11][C:12]2[C:13]([C:19]([C:21]3[C:22]([O:27]C)=[N:23][CH:24]=[CH:25][CH:26]=3)=[O:20])=[N:14][CH:15]=[C:16]([Cl:18])[CH:17]=2)(=[O:10])=[O:9])=[CH:4][C:3]=1[C:29]([F:32])([F:31])[F:30].C([O-])(O)=O.[Na+]. The catalyst is Br.CC(O)=O.O. The product is [Cl:1][C:2]1[CH:7]=[CH:6][C:5]([S:8]([NH:11][C:12]2[C:13]([C:19]([C:21]3[C:22]([OH:27])=[N:23][CH:24]=[CH:25][CH:26]=3)=[O:20])=[N:14][CH:15]=[C:16]([Cl:18])[CH:17]=2)(=[O:9])=[O:10])=[CH:4][C:3]=1[C:29]([F:32])([F:30])[F:31]. The yield is 0.618. (7) The reactants are [C:1]([O:5][C:6](=[O:16])[NH:7][C@H:8]([CH:13]([CH3:15])[CH3:14])[C:9](=[O:12])[CH:10]=[CH2:11])([CH3:4])([CH3:3])[CH3:2].I[C:18]1[CH:19]=[C:20]([O:24][CH3:25])[CH:21]=[CH:22][CH:23]=1.C(N(CC)CC)C. The catalyst is C(#N)C.C([O-])(=O)C.[Pd+2].C([O-])(=O)C. The product is [C:1]([O:5][C:6](=[O:16])[NH:7][C@H:8]([CH:13]([CH3:14])[CH3:15])[C:9](=[O:12])/[CH:10]=[CH:11]/[C:18]1[CH:23]=[CH:22][CH:21]=[C:20]([O:24][CH3:25])[CH:19]=1)([CH3:4])([CH3:3])[CH3:2]. The yield is 0.880.